Dataset: Forward reaction prediction with 1.9M reactions from USPTO patents (1976-2016). Task: Predict the product of the given reaction. (1) Given the reactants [I:1][C:2]1[CH:3]=[C:4]([CH2:8][C:9]([OH:11])=O)[CH:5]=[CH:6][CH:7]=1.CN(C(ON1N=NC2C=CC=CC1=2)=[N+](C)C)C.[B-](F)(F)(F)F.[F:34][C:35]([F:44])([F:43])[C:36]1[CH:37]=[C:38]([CH:40]=[CH:41][CH:42]=1)[NH2:39], predict the reaction product. The product is: [I:1][C:2]1[CH:3]=[C:4]([CH2:8][C:9]([NH:39][C:38]2[CH:40]=[CH:41][CH:42]=[C:36]([C:35]([F:34])([F:43])[F:44])[CH:37]=2)=[O:11])[CH:5]=[CH:6][CH:7]=1. (2) The product is: [BrH:1].[NH2:3][C:4]1[C:12]([F:13])=[CH:11][C:10]([Br:1])=[CH:9][C:5]=1[C:6]([OH:8])=[O:7]. Given the reactants [Br:1]Br.[NH2:3][C:4]1[C:12]([F:13])=[CH:11][CH:10]=[CH:9][C:5]=1[C:6]([OH:8])=[O:7], predict the reaction product. (3) Given the reactants [CH3:1][C:2]1[O:6][C:5]([C:7]2[CH:12]=[CH:11][CH:10]=[CH:9][CH:8]=2)=[N:4][C:3]=1[CH:13]=O.[Li+].[OH-:16], predict the reaction product. The product is: [CH3:1][C:2]1[O:6][C:5]([C:7]2[CH:8]=[CH:9][CH:10]=[CH:11][CH:12]=2)=[N:4][C:3]=1[CH:13]=[CH:7][C:5]([O:6][CH2:2][CH3:1])=[O:16].